From a dataset of Forward reaction prediction with 1.9M reactions from USPTO patents (1976-2016). Predict the product of the given reaction. (1) Given the reactants [C:1]1(=O)[CH2:6][CH2:5][CH2:4][CH2:3][CH2:2]1.[CH3:8][N:9]([CH3:11])[NH2:10].O.C1(C)C=CC(S(O)(=O)=O)=CC=1, predict the reaction product. The product is: [C:1]1(=[N:10][N:9]([CH3:11])[CH3:8])[CH2:6][CH2:5][CH2:4][CH2:3][CH2:2]1. (2) Given the reactants C([O:3][C:4]([C:6]1[S:10][C:9]([CH3:11])=[N:8][C:7]=1[C:12]1[CH:17]=[CH:16][C:15]([C:18]([F:21])([F:20])[F:19])=[CH:14][CH:13]=1)=[O:5])C.COC(C1N=C(N(C)C)SC=1C1C=CC=C(OC)C=1)=O, predict the reaction product. The product is: [CH3:11][C:9]1[S:10][C:6]([C:4]([OH:5])=[O:3])=[C:7]([C:12]2[CH:13]=[CH:14][C:15]([C:18]([F:19])([F:20])[F:21])=[CH:16][CH:17]=2)[N:8]=1. (3) Given the reactants O[CH2:2][CH:3]([NH:13][C:14](=[O:20])[O:15][C:16]([CH3:19])([CH3:18])[CH3:17])[C:4]([CH3:12])([C:6]1[CH:11]=[CH:10][CH:9]=[CH:8][CH:7]=1)[CH3:5].C1(P(C2C=CC=CC=2)C2C=CC=CC=2)C=CC=CC=1.[C:40]1(=[O:50])[NH:44][C:43](=[O:45])[C:42]2=[CH:46][CH:47]=[CH:48][CH:49]=[C:41]12.N(C(OCC)=O)=NC(OCC)=O, predict the reaction product. The product is: [O:45]=[C:43]1[C:42]2[C:41](=[CH:49][CH:48]=[CH:47][CH:46]=2)[C:40](=[O:50])[N:44]1[CH2:2][CH:3]([NH:13][C:14](=[O:20])[O:15][C:16]([CH3:19])([CH3:18])[CH3:17])[C:4]([CH3:12])([C:6]1[CH:11]=[CH:10][CH:9]=[CH:8][CH:7]=1)[CH3:5]. (4) Given the reactants [CH2:1]([O:8][C:9]1[CH:18]=[CH:17][C:12]([C:13]([O:15]C)=[O:14])=[CH:11][C:10]=1[N:19]([CH2:24][CH2:25][N:26]1[CH2:31][CH2:30][O:29][CH2:28][CH2:27]1)[S:20]([CH3:23])(=[O:22])=[O:21])[C:2]1[CH:7]=[CH:6][CH:5]=[CH:4][CH:3]=1.[Li+].[OH-].Cl, predict the reaction product. The product is: [CH2:1]([O:8][C:9]1[CH:18]=[CH:17][C:12]([C:13]([OH:15])=[O:14])=[CH:11][C:10]=1[N:19]([CH2:24][CH2:25][N:26]1[CH2:31][CH2:30][O:29][CH2:28][CH2:27]1)[S:20]([CH3:23])(=[O:22])=[O:21])[C:2]1[CH:7]=[CH:6][CH:5]=[CH:4][CH:3]=1. (5) Given the reactants Br[C:2]1[N:3]=[N:4][C:5](Br)=[CH:6][CH:7]=1.[C:9]([O:13][C:14]([N:16]1[CH:22]2[CH2:23][CH2:24][CH:17]1[CH2:18][NH:19][C:20](=[O:25])[CH2:21]2)=[O:15])([CH3:12])([CH3:11])[CH3:10].CC1(C)C2C(=C(P(C3C=CC=CC=3)C3C=CC=CC=3)C=CC=2)OC2C(P(C3C=CC=CC=3)C3C=CC=CC=3)=CC=CC1=2.CC([O-])(C)C.[Na+].[CH3:74][N:75]([CH3:93])[C:76]([C:78]1[N:87]([CH:88]2[CH2:92][CH2:91][CH2:90][CH2:89]2)[C:81]2[N:82]=[C:83]([NH2:86])[N:84]=[CH:85][C:80]=2[CH:79]=1)=[O:77], predict the reaction product. The product is: [C:9]([O:13][C:14]([N:16]1[CH:22]2[CH2:23][CH2:24][CH:17]1[CH2:18][N:19]([C:2]1[N:3]=[N:4][C:5]([NH:86][C:83]3[N:84]=[CH:85][C:80]4[CH:79]=[C:78]([C:76](=[O:77])[N:75]([CH3:74])[CH3:93])[N:87]([CH:88]5[CH2:92][CH2:91][CH2:90][CH2:89]5)[C:81]=4[N:82]=3)=[CH:6][CH:7]=1)[C:20](=[O:25])[CH2:21]2)=[O:15])([CH3:12])([CH3:10])[CH3:11]. (6) Given the reactants [NH2:1][C:2]1[CH:3]=[CH:4][C:5]([O:8][C:9]2[C:10]([F:26])=[C:11]([C@H:16]([NH:19]S(C(C)(C)C)=O)[CH2:17][CH3:18])[CH:12]=[CH:13][C:14]=2[Cl:15])=[N:6][CH:7]=1.FC1C(OC2C=CC=CC=2)=C(F)C=CC=1C(N)CC, predict the reaction product. The product is: [ClH:15].[ClH:15].[NH2:19][C@@H:16]([C:11]1[C:10]([F:26])=[C:9]([C:14]([Cl:15])=[CH:13][CH:12]=1)[O:8][C:5]1[N:6]=[CH:7][C:2]([NH2:1])=[CH:3][CH:4]=1)[CH2:17][CH3:18].